Dataset: Forward reaction prediction with 1.9M reactions from USPTO patents (1976-2016). Task: Predict the product of the given reaction. (1) Given the reactants [CH:1]1([CH2:4][O:5][NH:6][C:7]([C:9]2[C:22]([NH:23][C:24]3[CH:29]=[CH:28][C:27]([Br:30])=[CH:26][C:25]=3[CH3:31])=[C:21]([F:32])[C:12]3[N:13]=[CH:14][N:15]([CH2:16][CH2:17]CC=C)[C:11]=3[CH:10]=2)=[O:8])[CH2:3][CH2:2]1.C[N+]1([O-])CC[O:37]CC1.[CH3:41][C:42]([OH:45])(C)[CH3:43], predict the reaction product. The product is: [CH:1]1([CH2:4][O:5][NH:6][C:7]([C:9]2[C:22]([NH:23][C:24]3[CH:29]=[CH:28][C:27]([Br:30])=[CH:26][C:25]=3[CH3:31])=[C:21]([F:32])[C:12]3[N:13]=[CH:14][N:15]([CH2:16][CH2:17][CH2:41][CH:42]([OH:45])[CH2:43][OH:37])[C:11]=3[CH:10]=2)=[O:8])[CH2:3][CH2:2]1. (2) Given the reactants Br[C:2]1[CH:7]=[CH:6][C:5]([C@@H:8]([N:10]2[CH2:15][CH2:14][C@@:13]([C:20]3[CH:25]=[CH:24][C:23]([F:26])=[CH:22][CH:21]=3)([CH2:16][CH2:17][CH2:18][OH:19])[O:12][C:11]2=[O:27])[CH3:9])=[CH:4][CH:3]=1.[CH3:28][O:29][C:30]1[CH:35]=[C:34](B(O)O)[CH:33]=[CH:32][N:31]=1, predict the reaction product. The product is: [F:26][C:23]1[CH:24]=[CH:25][C:20]([C@:13]2([CH2:16][CH2:17][CH2:18][OH:19])[O:12][C:11](=[O:27])[N:10]([C@H:8]([C:5]3[CH:6]=[CH:7][C:2]([C:34]4[CH:33]=[CH:32][N:31]=[C:30]([O:29][CH3:28])[CH:35]=4)=[CH:3][CH:4]=3)[CH3:9])[CH2:15][CH2:14]2)=[CH:21][CH:22]=1. (3) Given the reactants [O:1]=[C:2]1[CH2:6][CH2:5][CH2:4][N:3]1[C:7]1[CH:12]=[CH:11][C:10]([N:13]2[CH:17]=[N:16][C:15]([C:18]3[CH:19]=[C:20]([CH:25]=[CH:26][CH:27]=3)[C:21]([O:23]C)=[O:22])=[N:14]2)=[CH:9][CH:8]=1.[I-].[Li+].Cl, predict the reaction product. The product is: [O:1]=[C:2]1[CH2:6][CH2:5][CH2:4][N:3]1[C:7]1[CH:8]=[CH:9][C:10]([N:13]2[CH:17]=[N:16][C:15]([C:18]3[CH:19]=[C:20]([CH:25]=[CH:26][CH:27]=3)[C:21]([OH:23])=[O:22])=[N:14]2)=[CH:11][CH:12]=1. (4) The product is: [CH:18]1([C:13]2[C:12]([CH2:11][O:10][C:7]3[CH:8]=[CH:9][C:4]([C:3]([NH:25][CH:26]4[CH2:31][CH2:30][O:29][CH2:28][CH2:27]4)=[O:24])=[CH:5][N:6]=3)=[C:16]([CH3:17])[O:15][N:14]=2)[CH2:19][CH2:20][CH2:21][CH2:22][CH2:23]1. Given the reactants CO[C:3](=[O:24])[C:4]1[CH:9]=[CH:8][C:7]([O:10][CH2:11][C:12]2[C:13]([CH:18]3[CH2:23][CH2:22][CH2:21][CH2:20][CH2:19]3)=[N:14][O:15][C:16]=2[CH3:17])=[N:6][CH:5]=1.[NH2:25][CH:26]1[CH2:31][CH2:30][O:29][CH2:28][CH2:27]1, predict the reaction product. (5) Given the reactants [N:1]([C:4]1[CH:9]=[CH:8][C:7]([CH3:10])=[C:6]([CH3:11])[CH:5]=1)=[C:2]=[O:3].[CH3:12][CH:13]([CH3:36])[CH:14]([NH:19][C:20]([C:22]1[S:23][CH:24]=[C:25]([C:27]2[CH:32]=[CH:31][C:30]([N+:33]([O-])=O)=[CH:29][CH:28]=2)[N:26]=1)=[O:21])[C:15]([O:17][CH3:18])=[O:16], predict the reaction product. The product is: [CH3:11][C:6]1[CH:5]=[C:4]([NH:1][C:2](=[O:3])[NH:33][C:30]2[CH:31]=[CH:32][C:27]([C:25]3[N:26]=[C:22]([C:20]([NH:19][CH:14]([CH:13]([CH3:36])[CH3:12])[C:15]([O:17][CH3:18])=[O:16])=[O:21])[S:23][CH:24]=3)=[CH:28][CH:29]=2)[CH:9]=[CH:8][C:7]=1[CH3:10].